From a dataset of Catalyst prediction with 721,799 reactions and 888 catalyst types from USPTO. Predict which catalyst facilitates the given reaction. Reactant: [CH2:1]([CH:3]1[CH2:8][CH2:7][CH2:6][CH2:5][C:4]1=[N:9]O)[CH3:2].[Na].Cl. Product: [CH2:1]([CH:3]1[CH2:8][CH2:7][CH2:6][CH2:5][CH:4]1[NH2:9])[CH3:2]. The catalyst class is: 40.